Task: Predict the product of the given reaction.. Dataset: Forward reaction prediction with 1.9M reactions from USPTO patents (1976-2016) (1) Given the reactants [Cl:1][C:2]1[CH:7]=[C:6](/[CH:8]=[CH:9]/N(C)C)[C:5]([N+:13]([O-])=O)=[CH:4][N:3]=1.C(O)(=O)C, predict the reaction product. The product is: [Cl:1][C:2]1[CH:7]=[C:6]2[CH:8]=[CH:9][NH:13][C:5]2=[CH:4][N:3]=1. (2) The product is: [OH:2][CH2:3][C:5]1[CH:6]=[CH:7][C:8]([C@@H:11]2[CH2:16][O:15][CH2:14][CH2:13][N:12]2[C:17]([O:19][C:20]([CH3:23])([CH3:22])[CH3:21])=[O:18])=[CH:9][CH:10]=1. Given the reactants C[O:2][C:3]([C:5]1[CH:10]=[CH:9][C:8]([C@@H:11]2[CH2:16][O:15][CH2:14][CH2:13][N:12]2[C:17]([O:19][C:20]([CH3:23])([CH3:22])[CH3:21])=[O:18])=[CH:7][CH:6]=1)=O.[BH4-].[Li+].Cl, predict the reaction product. (3) Given the reactants Cl.[I:2][C:3]1[C:11]2[NH:10][C:9]3[CH2:12][CH2:13][NH:14][CH2:15][C:8]=3[C:7]=2[CH:6]=[CH:5][CH:4]=1.C(=O)([O-])[O-].[K+].[K+].[C:22](O[C:22]([O:24][C:25]([CH3:28])([CH3:27])[CH3:26])=[O:23])([O:24][C:25]([CH3:28])([CH3:27])[CH3:26])=[O:23], predict the reaction product. The product is: [I:2][C:3]1[C:11]2[NH:10][C:9]3[CH2:12][CH2:13][N:14]([C:22]([O:24][C:25]([CH3:28])([CH3:27])[CH3:26])=[O:23])[CH2:15][C:8]=3[C:7]=2[CH:6]=[CH:5][CH:4]=1. (4) Given the reactants [C:1]([NH:9][CH:10]([C:16](=[O:19])[CH2:17][Cl:18])[C:11]([O:13][CH2:14][CH3:15])=[O:12])(=O)[C:2]1[CH:7]=[CH:6][CH:5]=[CH:4][CH:3]=1.ClCC(=O)CC(OCC)=O.P(Cl)(Cl)(Cl)=O.C(=O)([O-])O.[Na+], predict the reaction product. The product is: [Cl:18][CH2:17][C:16]1[O:19][C:1]([C:2]2[CH:3]=[CH:4][CH:5]=[CH:6][CH:7]=2)=[N:9][C:10]=1[C:11]([O:13][CH2:14][CH3:15])=[O:12]. (5) Given the reactants Cl.Cl.[O:3]1[C:8]2=[CH:9][CH:10]=[CH:11][C:7]2=[CH:6][C:5]([CH:12]2[CH2:17][CH2:16][CH2:15][CH2:14][N:13]2[CH2:18][CH2:19][C@H:20]2[CH2:25][CH2:24][C@H:23]([NH2:26])[CH2:22][CH2:21]2)=[CH:4]1.[CH2:27]([C:31]1[CH:39]=[CH:38][C:34]([C:35](O)=[O:36])=[CH:33][CH:32]=1)[CH:28]([CH3:30])[CH3:29], predict the reaction product. The product is: [O:3]1[C:8]2=[CH:9][CH:10]=[CH:11][C:7]2=[CH:6][C:5]([CH:12]2[CH2:17][CH2:16][CH2:15][CH2:14][N:13]2[CH2:18][CH2:19][C@H:20]2[CH2:21][CH2:22][C@H:23]([NH:26][C:35](=[O:36])[C:34]3[CH:38]=[CH:39][C:31]([CH2:27][CH:28]([CH3:29])[CH3:30])=[CH:32][CH:33]=3)[CH2:24][CH2:25]2)=[CH:4]1. (6) Given the reactants [F:8][C:7]([F:10])([F:9])[C:6](O[C:6](=[O:11])[C:7]([F:10])([F:9])[F:8])=[O:11].[NH2:14][C:15]1[CH:16]=[CH:17][C:18]2[N:38]([CH:39]=1)[C:21]1[N:22]([C:31]3[CH:32]=[N:33][C:34]([Cl:37])=[CH:35][CH:36]=3)[C:23](=[O:30])[C:24]3[C:29]([C:20]=1[N:19]=2)=[CH:28][CH:27]=[CH:26][CH:25]=3.C(N(CC)CC)C, predict the reaction product. The product is: [Cl:37][C:34]1[N:33]=[CH:32][C:31]([N:22]2[C:21]3[N:38]4[CH:39]=[C:15]([NH:14][C:6](=[O:11])[C:7]([F:8])([F:9])[F:10])[CH:16]=[CH:17][C:18]4=[N:19][C:20]=3[C:29]3[C:24](=[CH:25][CH:26]=[CH:27][CH:28]=3)[C:23]2=[O:30])=[CH:36][CH:35]=1.